From a dataset of Catalyst prediction with 721,799 reactions and 888 catalyst types from USPTO. Predict which catalyst facilitates the given reaction. (1) Reactant: [CH3:1][O:2][C:3]1[CH:4]=[C:5]([CH2:11][CH2:12][C:13]2[N:14]=[C:15]3[C:21]([C:22]([OH:24])=O)=[C:20]([C:25]4[CH:30]=[CH:29][C:28]([N:31]5[CH2:36][CH2:35][N:34]([CH3:37])[CH2:33][CH2:32]5)=[CH:27][CH:26]=4)[N:19](COCC[Si](C)(C)C)[C:16]3=[N:17][CH:18]=2)[CH:6]=[C:7]([O:9][CH3:10])[CH:8]=1.[CH3:46][N:47](C(ON1N=NC2C=CC=NC1=2)=[N+](C)C)C.F[P-](F)(F)(F)(F)F.CN.C1COCC1.C(N(CC)C(C)C)(C)C. Product: [CH3:10][O:9][C:7]1[CH:6]=[C:5]([CH2:11][CH2:12][C:13]2[N:14]=[C:15]3[C:21]([C:22]([NH:47][CH3:46])=[O:24])=[C:20]([C:25]4[CH:26]=[CH:27][C:28]([N:31]5[CH2:36][CH2:35][N:34]([CH3:37])[CH2:33][CH2:32]5)=[CH:29][CH:30]=4)[NH:19][C:16]3=[N:17][CH:18]=2)[CH:4]=[C:3]([O:2][CH3:1])[CH:8]=1. The catalyst class is: 9. (2) Reactant: [N:1]1([CH2:8][CH2:9][NH2:10])[CH2:7][CH2:6][CH2:5][CH2:4][CH2:3][CH2:2]1.Cl[C:12]1[N:13]=[N+:14]([O-:25])[C:15]2[CH:24]=[C:23]3[C:19]([CH2:20][CH2:21][CH2:22]3)=[CH:18][C:16]=2[N:17]=1. Product: [N:1]1([CH2:8][CH2:9][NH:10][C:12]2[N:13]=[N+:14]([O-:25])[C:15]3[CH:24]=[C:23]4[C:19]([CH2:20][CH2:21][CH2:22]4)=[CH:18][C:16]=3[N:17]=2)[CH2:7][CH2:6][CH2:5][CH2:4][CH2:3][CH2:2]1. The catalyst class is: 57.